Dataset: Forward reaction prediction with 1.9M reactions from USPTO patents (1976-2016). Task: Predict the product of the given reaction. The product is: [Cl:30][C:31]1[CH:32]=[C:33]2[C:37](=[CH:38][CH:39]=1)[NH:36][C:35]([S:40]([N:43]1[CH2:48][CH2:47][N:46]([C:13]([C:12]3[CH:11]=[CH:10][C:9]([C:4]4[CH:5]=[CH:6][C:7](=[O:8])[N:2]([CH3:1])[N:3]=4)=[CH:17][CH:16]=3)=[O:15])[CH2:45][CH2:44]1)(=[O:42])=[O:41])=[CH:34]2. Given the reactants [CH3:1][N:2]1[C:7](=[O:8])[CH:6]=[CH:5][C:4]([C:9]2[CH:17]=[CH:16][C:12]([C:13]([OH:15])=O)=[CH:11][CH:10]=2)=[N:3]1.C(N1C=CN=C1)(N1C=CN=C1)=O.[Cl:30][C:31]1[CH:32]=[C:33]2[C:37](=[CH:38][CH:39]=1)[NH:36][C:35]([S:40]([N:43]1[CH2:48][CH2:47][NH:46][CH2:45][CH2:44]1)(=[O:42])=[O:41])=[CH:34]2, predict the reaction product.